This data is from Forward reaction prediction with 1.9M reactions from USPTO patents (1976-2016). The task is: Predict the product of the given reaction. (1) Given the reactants [OH-].[Na+].C[O:4][C:5](=[O:39])/[C:6](/[NH:18][C:19](=[O:38])[C:20]1[CH:25]=[CH:24][C:23]([CH:26]([OH:36])[CH2:27][CH2:28][C:29]2[CH:34]=[CH:33][CH:32]=[C:31]([OH:35])[CH:30]=2)=[CH:22][C:21]=1[Cl:37])=[CH:7]/[C:8]1[CH:9]=[N:10][C:11]2[C:16]([CH:17]=1)=[CH:15][CH:14]=[CH:13][CH:12]=2, predict the reaction product. The product is: [Cl:37][C:21]1[CH:22]=[C:23]([CH:26]([OH:36])[CH2:27][CH2:28][C:29]2[CH:34]=[CH:33][CH:32]=[C:31]([OH:35])[CH:30]=2)[CH:24]=[CH:25][C:20]=1[C:19]([NH:18]/[C:6](=[CH:7]\[C:8]1[CH:9]=[N:10][C:11]2[C:16]([CH:17]=1)=[CH:15][CH:14]=[CH:13][CH:12]=2)/[C:5]([OH:39])=[O:4])=[O:38]. (2) Given the reactants [CH3:1][O:2][C:3]([C:5]1[N:6]([NH2:11])[CH:7]=[C:8]([Cl:10])[CH:9]=1)=[O:4].[Cl:12][C:13]1[CH:20]=[CH:19][C:16]([CH:17]=O)=[CH:15][CH:14]=1, predict the reaction product. The product is: [CH3:1][O:2][C:3]([C:5]1[N:6]([N:11]=[CH:17][C:16]2[CH:19]=[CH:20][C:13]([Cl:12])=[CH:14][CH:15]=2)[CH:7]=[C:8]([Cl:10])[CH:9]=1)=[O:4].